Dataset: Full USPTO retrosynthesis dataset with 1.9M reactions from patents (1976-2016). Task: Predict the reactants needed to synthesize the given product. (1) Given the product [ClH:45].[ClH:45].[ClH:45].[O:1]([C:8]1[C:9]([NH:24][C:25]2[S:29][N:28]=[C:27]([CH:30]3[CH2:35][CH2:34][NH:33][CH2:32][CH2:31]3)[N:26]=2)=[N:10][CH:11]=[C:12]([S:14][C:15]2[CH:20]=[CH:19][N:18]=[C:17]3[CH:21]=[CH:22][S:23][C:16]=23)[CH:13]=1)[C:2]1[CH:3]=[CH:4][CH:5]=[CH:6][CH:7]=1, predict the reactants needed to synthesize it. The reactants are: [O:1]([C:8]1[C:9]([NH:24][C:25]2[S:29][N:28]=[C:27]([CH:30]3[CH2:35][CH2:34][N:33](C(OC(C)(C)C)=O)[CH2:32][CH2:31]3)[N:26]=2)=[N:10][CH:11]=[C:12]([S:14][C:15]2[CH:20]=[CH:19][N:18]=[C:17]3[CH:21]=[CH:22][S:23][C:16]=23)[CH:13]=1)[C:2]1[CH:7]=[CH:6][CH:5]=[CH:4][CH:3]=1.CO.[ClH:45]. (2) Given the product [OH:19][C:16]1[CH:15]=[CH:14][C:13]([C:11]([C:6]2[CH:7]=[CH:8][CH:9]=[CH:10][C:5]=2[O:4][CH2:3][O:2][CH3:1])=[O:12])=[CH:18][CH:17]=1, predict the reactants needed to synthesize it. The reactants are: [CH3:1][O:2][CH2:3][O:4][C:5]1[CH:10]=[CH:9][CH:8]=[CH:7][C:6]=1[CH:11]([C:13]1[CH:18]=[CH:17][C:16]([O:19][Si](C(C)C)(C(C)C)C(C)C)=[CH:15][CH:14]=1)[OH:12]. (3) The reactants are: [C:1]([O:5][C:6]([NH:8][C@@H:9]([CH:18]([CH3:20])[CH3:19])[C:10](=[O:17])[CH2:11][C:12]([O:14][CH2:15][CH3:16])=[O:13])=[O:7])([CH3:4])([CH3:3])[CH3:2].[C:21]([O:25]C(NC(C1CCOC1)C(O)=O)=O)(C)(C)C. Given the product [CH2:15]([O:14][C:12](=[O:13])[CH2:11][C:10](=[O:17])[CH:9]([NH:8][C:6]([O:5][C:1]([CH3:2])([CH3:3])[CH3:4])=[O:7])[CH:18]1[CH2:19][CH2:21][O:25][CH2:20]1)[CH3:16], predict the reactants needed to synthesize it. (4) Given the product [Cl:1][C:2]1[CH:18]=[CH:17][C:5]2[CH2:6][CH2:7][N:8]([C:11](=[O:16])[C:12]([F:13])([F:15])[F:14])[CH2:9][CH2:10][C:4]=2[CH:3]=1, predict the reactants needed to synthesize it. The reactants are: [Cl:1][C:2]1[CH:18]=[CH:17][C:5]2[CH2:6][CH2:7][N:8]([C:11](=[O:16])[C:12]([F:15])([F:14])[F:13])[CH2:9][CH2:10][C:4]=2[C:3]=1OS(C(F)(F)F)(=O)=O.C(N1CCN(CC#C)C1=O)(C)(C)C. (5) The reactants are: [C:1]([C:3]1[CH:11]=[CH:10][C:6]([C:7]([OH:9])=[O:8])=[C:5]([CH3:12])[C:4]=1[O:13][CH3:14])#[N:2].[OH-:15].[Na+].OO. Given the product [NH2:2][C:1]([C:3]1[CH:11]=[CH:10][C:6]([C:7]([OH:9])=[O:8])=[C:5]([CH3:12])[C:4]=1[O:13][CH3:14])=[O:15], predict the reactants needed to synthesize it. (6) Given the product [CH3:8][C:9]1([CH3:23])[CH2:14][O:13][B:12]([C:2]2[CH:3]=[C:4]([CH3:7])[S:5][CH:6]=2)[O:11][CH2:10]1, predict the reactants needed to synthesize it. The reactants are: Br[C:2]1[CH:3]=[C:4]([CH3:7])[S:5][CH:6]=1.[CH3:8][C:9]1([CH3:23])[CH2:14][O:13][B:12]([B:12]2[O:13][CH2:14][C:9]([CH3:23])([CH3:8])[CH2:10][O:11]2)[O:11][CH2:10]1.CC([O-])=O.[K+].